This data is from NCI-60 drug combinations with 297,098 pairs across 59 cell lines. The task is: Regression. Given two drug SMILES strings and cell line genomic features, predict the synergy score measuring deviation from expected non-interaction effect. (1) Drug 1: CNC(=O)C1=NC=CC(=C1)OC2=CC=C(C=C2)NC(=O)NC3=CC(=C(C=C3)Cl)C(F)(F)F. Drug 2: C1=CC=C(C(=C1)C(C2=CC=C(C=C2)Cl)C(Cl)Cl)Cl. Cell line: SNB-75. Synergy scores: CSS=-0.847, Synergy_ZIP=6.29, Synergy_Bliss=9.99, Synergy_Loewe=6.24, Synergy_HSA=5.72. (2) Drug 1: CCC1(C2=C(COC1=O)C(=O)N3CC4=CC5=C(C=CC(=C5CN(C)C)O)N=C4C3=C2)O.Cl. Drug 2: C1C(C(OC1N2C=NC(=NC2=O)N)CO)O. Cell line: MOLT-4. Synergy scores: CSS=83.2, Synergy_ZIP=0.814, Synergy_Bliss=0.944, Synergy_Loewe=-2.21, Synergy_HSA=2.84. (3) Drug 1: CC1=CC=C(C=C1)C2=CC(=NN2C3=CC=C(C=C3)S(=O)(=O)N)C(F)(F)F. Drug 2: C(CCl)NC(=O)N(CCCl)N=O. Cell line: A498. Synergy scores: CSS=2.67, Synergy_ZIP=0.461, Synergy_Bliss=2.88, Synergy_Loewe=-4.29, Synergy_HSA=0.431.